Dataset: Catalyst prediction with 721,799 reactions and 888 catalyst types from USPTO. Task: Predict which catalyst facilitates the given reaction. (1) Reactant: C[O:2][C:3](=[O:22])[C:4]1[CH:9]=[CH:8][C:7]([C:10]2[CH:15]=[CH:14][C:13](=[O:16])[N:12]([CH2:17][CH2:18][N:19]([CH3:21])[CH3:20])[N:11]=2)=[CH:6][CH:5]=1.C1COCC1.CO.[OH-].[Na+].Cl. Product: [CH3:20][N:19]([CH3:21])[CH2:18][CH2:17][N:12]1[C:13](=[O:16])[CH:14]=[CH:15][C:10]([C:7]2[CH:6]=[CH:5][C:4]([C:3]([OH:22])=[O:2])=[CH:9][CH:8]=2)=[N:11]1. The catalyst class is: 6. (2) Reactant: [C:1]1(=[O:8])[CH2:7][CH2:6][CH2:5][CH2:4][CH:3]=[CH:2]1.[Cl-].[Al+3].[Cl-].[Cl-].[CH:13]1[CH2:18][CH2:17][CH:16]=[CH:15][CH:14]=1. Product: [CH:18]12[CH2:17][CH2:16][CH:15]([CH:7]3[C:1](=[O:8])[CH2:2][CH2:3][CH2:4][CH2:5][CH:6]31)[CH:14]=[CH:13]2. The catalyst class is: 11. (3) Reactant: [Br:1][C:2]1[CH:3]=[C:4]([S:10](Cl)(=[O:12])=[O:11])[CH:5]=[CH:6][C:7]=1[O:8][CH3:9].[CH3:14][NH2:15]. Product: [Br:1][C:2]1[CH:3]=[C:4]([S:10]([NH:15][CH3:14])(=[O:12])=[O:11])[CH:5]=[CH:6][C:7]=1[O:8][CH3:9]. The catalyst class is: 1. (4) Reactant: [C:1]([CH2:3][C:4]1[C:9]2[CH:10]=[CH:11][O:12][C:8]=2[C:7]([NH:13][S:14]([CH3:17])(=[O:16])=[O:15])=[CH:6][CH:5]=1)#[N:2].[CH2:18](N)[CH2:19][NH2:20]. Product: [NH:2]1[CH2:18][CH2:19][N:20]=[C:1]1[CH2:3][C:4]1[C:9]2[CH:10]=[CH:11][O:12][C:8]=2[C:7]([NH:13][S:14]([CH3:17])(=[O:15])=[O:16])=[CH:6][CH:5]=1. The catalyst class is: 534. (5) Reactant: [C:1]([O:5][C:6](=[O:25])[NH:7][C:8]1[CH:13]=[CH:12][C:11]([C:14]2[CH:19]=[CH:18][CH:17]=[C:16]([O:20][CH3:21])[CH:15]=2)=[CH:10][C:9]=1[N+:22]([O-])=O)([CH3:4])([CH3:3])[CH3:2]. Product: [C:1]([O:5][C:6](=[O:25])[NH:7][C:8]1[CH:13]=[CH:12][C:11]([C:14]2[CH:19]=[CH:18][CH:17]=[C:16]([O:20][CH3:21])[CH:15]=2)=[CH:10][C:9]=1[NH2:22])([CH3:4])([CH3:2])[CH3:3]. The catalyst class is: 181.